From a dataset of Forward reaction prediction with 1.9M reactions from USPTO patents (1976-2016). Predict the product of the given reaction. (1) Given the reactants [Br:1][C:2]1[S:6][C:5]([S:7](Cl)(=[O:9])=[O:8])=[CH:4][CH:3]=1.[CH3:11][NH:12][CH3:13].C(=O)(O)[O-].[Na+], predict the reaction product. The product is: [Br:1][C:2]1[S:6][C:5]([S:7]([N:12]([CH3:13])[CH3:11])(=[O:9])=[O:8])=[CH:4][CH:3]=1. (2) Given the reactants C[O:2][CH:3](OC)[CH2:4][CH2:5][N:6]1[CH:11]=[C:10]([C:12]2[C:13]([Cl:19])=[N:14][CH:15]=[C:16]([F:18])[CH:17]=2)[C:9](=[O:20])[NH:8][C:7]1=[O:21], predict the reaction product. The product is: [Cl:19][C:13]1[C:12]([C:10]2[C:9](=[O:20])[NH:8][C:7](=[O:21])[N:6]([CH2:5][CH2:4][CH:3]=[O:2])[CH:11]=2)=[CH:17][C:16]([F:18])=[CH:15][N:14]=1. (3) Given the reactants [Cl:1][CH:2]([Cl:24])[C:3]([N:5]1[C@H:9]([CH2:10][F:11])[C@@H:8]([C:12]2[CH:17]=[CH:16][C:15]([S:18]([CH3:21])(=[O:20])=[O:19])=[CH:14][CH:13]=2)[O:7]C1(C)C)=[O:4].O.C1(C)C=CC(S(O)(=O)=O)=CC=1, predict the reaction product. The product is: [Cl:24][CH:2]([Cl:1])[C:3]([NH:5][C@H:9]([CH2:10][F:11])[C@@H:8]([C:12]1[CH:13]=[CH:14][C:15]([S:18]([CH3:21])(=[O:20])=[O:19])=[CH:16][CH:17]=1)[OH:7])=[O:4]. (4) Given the reactants [CH2:1]([CH:4]([C:34]([O:36][C:37]([CH3:40])([CH3:39])[CH3:38])=[O:35])[CH2:5][C@@H:6]([C:27]([O:29][C:30]([CH3:33])([CH3:32])[CH3:31])=[O:28])[NH:7][C:8]([C:21]1[CH:26]=[CH:25][CH:24]=[CH:23][CH:22]=1)([C:15]1[CH:20]=[CH:19][CH:18]=[CH:17][CH:16]=1)[C:9]1[CH:14]=[CH:13][CH:12]=[CH:11][CH:10]=1)[CH:2]=[CH2:3].[OH-:41].[Na+].OO.O, predict the reaction product. The product is: [OH:41][CH2:3][CH2:2][CH2:1][CH:4]([C:34]([O:36][C:37]([CH3:40])([CH3:39])[CH3:38])=[O:35])[CH2:5][C@@H:6]([C:27]([O:29][C:30]([CH3:31])([CH3:32])[CH3:33])=[O:28])[NH:7][C:8]([C:9]1[CH:14]=[CH:13][CH:12]=[CH:11][CH:10]=1)([C:21]1[CH:26]=[CH:25][CH:24]=[CH:23][CH:22]=1)[C:15]1[CH:16]=[CH:17][CH:18]=[CH:19][CH:20]=1.